This data is from NCI-60 drug combinations with 297,098 pairs across 59 cell lines. The task is: Regression. Given two drug SMILES strings and cell line genomic features, predict the synergy score measuring deviation from expected non-interaction effect. Drug 1: C1=CC(=CC=C1CC(C(=O)O)N)N(CCCl)CCCl.Cl. Drug 2: CCCCC(=O)OCC(=O)C1(CC(C2=C(C1)C(=C3C(=C2O)C(=O)C4=C(C3=O)C=CC=C4OC)O)OC5CC(C(C(O5)C)O)NC(=O)C(F)(F)F)O. Cell line: HS 578T. Synergy scores: CSS=8.23, Synergy_ZIP=-3.00, Synergy_Bliss=1.91, Synergy_Loewe=0.0516, Synergy_HSA=-0.882.